Dataset: Reaction yield outcomes from USPTO patents with 853,638 reactions. Task: Predict the reaction yield, written as a fraction of the theoretical maximum amount of product (1.0 means a 100% yield; for example, 0.34 means a 34% yield). (1) The reactants are [C:1]([C:5]1[CH:22]=[CH:21][C:8]([C:9]([NH:11][C:12]2[CH:17]=[CH:16][N:15]=[CH:14][C:13]=2[C:18](O)=[O:19])=[O:10])=[C:7]([O:23][CH:24]2[CH2:29][CH2:28][N:27]([C:30]([O:32][C:33]([CH3:36])([CH3:35])[CH3:34])=[O:31])[CH2:26][CH2:25]2)[CH:6]=1)([CH3:4])([CH3:3])[CH3:2].Cl.CN(C)CCCN=C=NCC. The catalyst is CN(C=O)C. The product is [C:1]([C:5]1[CH:22]=[CH:21][C:8]([C:9]2[O:10][C:18](=[O:19])[C:13]3[CH:14]=[N:15][CH:16]=[CH:17][C:12]=3[N:11]=2)=[C:7]([O:23][CH:24]2[CH2:29][CH2:28][N:27]([C:30]([O:32][C:33]([CH3:35])([CH3:34])[CH3:36])=[O:31])[CH2:26][CH2:25]2)[CH:6]=1)([CH3:3])([CH3:4])[CH3:2]. The yield is 0.840. (2) The reactants are [CH3:1][O:2][CH2:3][O:4][C:5]1[CH:6]=[C:7]([CH:11]=[CH:12][C:13]=1[O:14][CH3:15])[C:8]([OH:10])=O.CCN=C=NCCCN(C)C.C1C=C2N=NN(O)C2=CC=1.O.[C:38]([NH2:47])([C:41]1[CH:46]=[CH:45][CH:44]=[CH:43][CH:42]=1)([CH3:40])[CH3:39]. The catalyst is CN(C=O)C.O. The product is [CH3:1][O:2][CH2:3][O:4][C:5]1[CH:6]=[C:7]([CH:11]=[CH:12][C:13]=1[O:14][CH3:15])[C:8]([NH:47][C:38]([CH3:40])([C:41]1[CH:46]=[CH:45][CH:44]=[CH:43][CH:42]=1)[CH3:39])=[O:10]. The yield is 0.800. (3) The reactants are [CH2:1]([O:8][C:9]1[CH:14]=[CH:13][C:12](B(O)O)=[CH:11][CH:10]=1)[C:2]1[CH:7]=[CH:6][CH:5]=[CH:4][CH:3]=1.I[C:19]1[CH:20]=[N:21][CH:22]=[CH:23][CH:24]=1.C(=O)([O-])[O-].[K+].[K+].C1(P(C2C=CC=CC=2)C2C=CC=CC=2)C=CC=CC=1. The catalyst is COCCOC.C([O-])(=O)C.[Pd+2].C([O-])(=O)C.O.CCO. The product is [CH2:1]([O:8][C:9]1[CH:14]=[CH:13][C:12]([C:19]2[CH:20]=[N:21][CH:22]=[CH:23][CH:24]=2)=[CH:11][CH:10]=1)[C:2]1[CH:7]=[CH:6][CH:5]=[CH:4][CH:3]=1. The yield is 0.920.